From a dataset of Full USPTO retrosynthesis dataset with 1.9M reactions from patents (1976-2016). Predict the reactants needed to synthesize the given product. (1) Given the product [CH3:9][C:2]1([CH3:1])[O:6][C@H:5]([CH2:7][N:33]2[C:29](=[O:39])[C:30]3[C:31](=[CH:35][CH:36]=[CH:37][CH:38]=3)[C:32]2=[O:34])[CH2:4][CH2:3]1, predict the reactants needed to synthesize it. The reactants are: [CH3:1][C:2]1([CH3:9])[O:6][C@H:5]([CH2:7]O)[CH2:4][CH2:3]1.C1C=CC(P(C2C=CC=CC=2)C2C=CC=CC=2)=CC=1.[C:29]1(=[O:39])[NH:33][C:32](=[O:34])[C:31]2=[CH:35][CH:36]=[CH:37][CH:38]=[C:30]12.CC(OC(/N=N/C(OC(C)C)=O)=O)C. (2) Given the product [F:8][C:5]1[CH:6]=[CH:7][C:2]([B:19]([OH:20])[OH:18])=[C:3]([CH3:9])[CH:4]=1, predict the reactants needed to synthesize it. The reactants are: Br[C:2]1[CH:7]=[CH:6][C:5]([F:8])=[CH:4][C:3]=1[CH3:9].C([Li])CCC.CC([O:18][B:19](OC(C)C)[O:20]C(C)C)C. (3) Given the product [CH2:17]([N:14]1[C:15](=[O:16])[C:11]2([C:3]3=[CH:4][C:5]4[O:9][CH2:8][O:7][C:6]=4[CH:10]=[C:2]3[O:26][CH2:25]2)[C:12]2[S:24][CH:23]=[CH:22][C:13]1=2)[CH2:18][CH2:19][CH2:20][CH3:21], predict the reactants needed to synthesize it. The reactants are: O[C:2]1[C:3]([C:11]2([CH2:25][OH:26])[C:15](=[O:16])[N:14]([CH2:17][CH2:18][CH2:19][CH2:20][CH3:21])[C:13]3[CH:22]=[CH:23][S:24][C:12]2=3)=[CH:4][C:5]2[O:9][CH2:8][O:7][C:6]=2[CH:10]=1.OC1C(C2(CO)C3C(=NC=CC=3)N(CCCCC)C2=O)=CC2OCOC=2C=1. (4) The reactants are: Cl[C:2]1[CH:7]=[N:6][CH:5]=[C:4]([O:8][C:9]2[CH:10]=[CH:11][CH:12]=[C:13]3[C:17]=2[C:16](=[O:18])[CH2:15][CH2:14]3)[N:3]=1.[CH3:19][O:20][C:21]1[CH:22]=[C:23]([CH:25]=[C:26]([O:30][CH3:31])[C:27]=1[O:28][CH3:29])[NH2:24]. Given the product [CH3:31][O:30][C:26]1[CH:25]=[C:23]([NH:24][C:2]2[CH:7]=[N:6][CH:5]=[C:4]([O:8][C:9]3[CH:10]=[CH:11][CH:12]=[C:13]4[C:17]=3[C:16](=[O:18])[CH2:15][CH2:14]4)[N:3]=2)[CH:22]=[C:21]([O:20][CH3:19])[C:27]=1[O:28][CH3:29], predict the reactants needed to synthesize it. (5) Given the product [CH3:3][CH:2]1[C:4]2[NH:5][C:6]([C:12]3[CH:21]=[CH:20][CH:19]=[C:18]4[C:13]=3[N:14]=[C:15]([NH:23][C:24]3([CH3:27])[CH2:25][CH2:26]3)[C:16]([CH3:22])=[N:17]4)=[CH:7][C:8]=2[C:9](=[O:11])[NH:1]1, predict the reactants needed to synthesize it. The reactants are: [NH2:1][CH:2]([C:4]1[NH:5][C:6]([C:12]2[CH:21]=[CH:20][CH:19]=[C:18]3[C:13]=2[N:14]=[C:15]([NH:23][C:24]2([CH3:27])[CH2:26][CH2:25]2)[C:16]([CH3:22])=[N:17]3)=[CH:7][C:8]=1[C:9]([OH:11])=O)[CH3:3].CCN(C(C)C)C(C)C.F[P-](F)(F)(F)(F)F.N1(O[P+](N2CCCC2)(N2CCCC2)N2CCCC2)C2C=CC=CC=2N=N1.C([O-])(O)=O.[Na+].